From a dataset of Full USPTO retrosynthesis dataset with 1.9M reactions from patents (1976-2016). Predict the reactants needed to synthesize the given product. (1) Given the product [NH2:20][O:21][S:22]([OH:25])(=[O:24])=[O:23].[CH:16]1([NH2:27])[C:17]2[C:12]([C:11]3[C:19]([N:18]=2)=[CH:7][CH:8]=[CH:9][CH:10]=3)=[CH:13][CH:14]=[CH:15]1, predict the reactants needed to synthesize it. The reactants are: CC(C)([O-])C.[K+].[CH:7]1[C:19]2[NH:18][C:17]3[C:12](=[CH:13][CH:14]=[CH:15][CH:16]=3)[C:11]=2[CH:10]=[CH:9][CH:8]=1.[NH2:20][O:21][S:22]([OH:25])(=[O:24])=[O:23].C[N:27]1CCCC1=O.CC(C)([O-])C.[K+].CN1CCCC1=O. (2) Given the product [Cl:17][C:18]1[CH:25]=[CH:24][CH:23]=[CH:22][C:19]=1[CH2:20][O:1][C:2]1[C:9]([O:10][CH2:20][C:19]2[CH:22]=[CH:23][CH:24]=[CH:25][C:18]=2[Cl:17])=[CH:8][CH:7]=[CH:6][C:3]=1[CH:4]([OH:5])[C:11]([OH:12])=[O:14], predict the reactants needed to synthesize it. The reactants are: [OH:1][C:2]1[C:9]([OH:10])=[CH:8][CH:7]=[CH:6][C:3]=1[CH:4]=[O:5].[C:11](=[O:14])([O-])[O-:12].[K+].[K+].[Cl:17][C:18]1[CH:25]=[CH:24][CH:23]=[CH:22][C:19]=1[CH2:20]Cl.O. (3) Given the product [CH3:29][N:19]([C:20](=[O:28])[C:21]1[CH:22]=[CH:23][C:24]([CH3:27])=[CH:25][CH:26]=1)[C:9]1[N:10]=[C:11]([C:13]2[CH:14]=[CH:15][CH:16]=[CH:17][CH:18]=2)[S:12][C:8]=1[C:6]([OH:7])=[O:5], predict the reactants needed to synthesize it. The reactants are: C([O:5][C:6]([C:8]1[S:12][C:11]([C:13]2[CH:18]=[CH:17][CH:16]=[CH:15][CH:14]=2)=[N:10][C:9]=1[N:19]([CH3:29])[C:20](=[O:28])[C:21]1[CH:26]=[CH:25][C:24]([CH3:27])=[CH:23][CH:22]=1)=[O:7])(C)(C)C. (4) Given the product [C:1]12([C:11]3[CH:21]=[CH:20][C:14]([O:15][CH2:16][C:17]([NH:33][C:32]4[CH:34]=[CH:35][C:29]([N:26]5[CH2:25][CH2:24][N:23]([CH3:22])[CH2:28][CH2:27]5)=[CH:30][CH:31]=4)=[O:18])=[CH:13][CH:12]=3)[CH2:2][CH:3]3[CH2:9][CH:7]([CH2:6][CH:5]([CH2:4]3)[CH2:10]1)[CH2:8]2, predict the reactants needed to synthesize it. The reactants are: [C:1]12([C:11]3[CH:21]=[CH:20][C:14]([O:15][CH2:16][C:17](O)=[O:18])=[CH:13][CH:12]=3)[CH2:10][CH:5]3[CH2:6][CH:7]([CH2:9][CH:3]([CH2:4]3)[CH2:2]1)[CH2:8]2.[CH3:22][N:23]1[CH2:28][CH2:27][N:26]([C:29]2[CH:35]=[CH:34][C:32]([NH2:33])=[CH:31][CH:30]=2)[CH2:25][CH2:24]1. (5) Given the product [C:11]([C:8]1[CH:9]=[CH:10][C:2]([C:32]2[CH:31]=[CH:30][CH:29]=[C:28]([N:42]3[C:51](=[O:52])[C:50]4[C:45](=[CH:46][CH:47]=[CH:48][CH:49]=4)[N:44]=[CH:43]3)[C:27]=2[CH3:26])=[C:3]2[C:7]=1[NH:6][C:5]([C:14]1[CH2:15][N:16]([C:19]([O:21][C:22]([CH3:25])([CH3:24])[CH3:23])=[O:20])[CH2:17][CH:18]=1)=[CH:4]2)(=[O:13])[NH2:12], predict the reactants needed to synthesize it. The reactants are: Br[C:2]1[CH:10]=[CH:9][C:8]([C:11](=[O:13])[NH2:12])=[C:7]2[C:3]=1[CH:4]=[C:5]([C:14]1[CH2:15][N:16]([C:19]([O:21][C:22]([CH3:25])([CH3:24])[CH3:23])=[O:20])[CH2:17][CH:18]=1)[NH:6]2.[CH3:26][C:27]1[C:32](B2OC(C)(C)C(C)(C)O2)=[CH:31][CH:30]=[CH:29][C:28]=1[N:42]1[C:51](=[O:52])[C:50]2[C:45](=[CH:46][CH:47]=[CH:48][CH:49]=2)[N:44]=[CH:43]1.C([O-])([O-])=O.[K+].[K+].CO. (6) Given the product [F:1][C:2]1[CH:3]=[C:4]([CH:10]([C:18]2[NH:22][C:21]([C:23]3[CH:28]=[CH:27][CH:26]=[CH:25][N:24]=3)=[CH:20][CH:19]=2)[CH2:11][CH:12]2[CH2:17][CH2:16][O:15][CH2:14][CH2:13]2)[CH:5]=[CH:6][C:7]=1[S:37]([CH3:30])(=[O:39])=[O:36], predict the reactants needed to synthesize it. The reactants are: [F:1][C:2]1[CH:3]=[C:4]([CH:10]([C:18]2[NH:22][C:21]([C:23]3[CH:28]=[CH:27][CH:26]=[CH:25][N:24]=3)=[CH:20][CH:19]=2)[CH2:11][CH:12]2[CH2:17][CH2:16][O:15][CH2:14][CH2:13]2)[CH:5]=[CH:6][C:7]=1SC.O1CCC[CH2:30]1.O.O[O:36][S:37]([O-:39])=O.[K+]. (7) Given the product [CH3:1][O:2][C:3](=[O:39])[NH:4][C@H:5]([C:9]([N:11]1[CH2:15][CH2:14][CH2:13][C@H:12]1[C:16]1[NH:17][CH:18]=[C:19]([C:21]2[CH:22]=[CH:23][C:24]([C:27]3[CH:32]=[CH:31][C:30]([NH:33][C:41]([N:69]4[CH2:70][CH2:71][N:66]([CH:63]5[CH2:64][CH2:65][N:60]([C:58]([CH:55]6[CH2:56][CH2:57]6)=[O:59])[CH2:61][CH2:62]5)[C@@H:67]([CH3:72])[CH2:68]4)=[O:42])=[CH:29][C:28]=3[O:34][C:35]([F:38])([F:36])[F:37])=[CH:25][CH:26]=2)[N:20]=1)=[O:10])[CH:6]([CH3:8])[CH3:7], predict the reactants needed to synthesize it. The reactants are: [CH3:1][O:2][C:3](=[O:39])[NH:4][C@H:5]([C:9]([N:11]1[CH2:15][CH2:14][CH2:13][C@H:12]1[C:16]1[NH:17][CH:18]=[C:19]([C:21]2[CH:26]=[CH:25][C:24]([C:27]3[CH:32]=[CH:31][C:30]([NH2:33])=[CH:29][C:28]=3[O:34][C:35]([F:38])([F:37])[F:36])=[CH:23][CH:22]=2)[N:20]=1)=[O:10])[CH:6]([CH3:8])[CH3:7].Cl[C:41](OC1C=CC([N+]([O-])=O)=CC=1)=[O:42].Cl.Cl.[CH:55]1([C:58]([N:60]2[CH2:65][CH2:64][CH:63]([N:66]3[CH2:71][CH2:70][NH:69][CH2:68][C@@H:67]3[CH3:72])[CH2:62][CH2:61]2)=[O:59])[CH2:57][CH2:56]1.CCN(C(C)C)C(C)C. (8) The reactants are: [CH2:1]([NH2:8])[CH2:2][CH2:3][CH2:4][CH2:5][CH2:6][CH3:7].[Br:9][CH2:10][C:11](Br)=[O:12]. Given the product [Br:9][CH2:10][C:11]([NH:8][CH2:1][CH2:2][CH2:3][CH2:4][CH2:5][CH2:6][CH3:7])=[O:12], predict the reactants needed to synthesize it.